This data is from Peptide-MHC class II binding affinity with 134,281 pairs from IEDB. The task is: Regression. Given a peptide amino acid sequence and an MHC pseudo amino acid sequence, predict their binding affinity value. This is MHC class II binding data. (1) The peptide sequence is DVCGMFTNRSGSQQW. The MHC is DRB1_0901 with pseudo-sequence DRB1_0901. The binding affinity (normalized) is 0.262. (2) The peptide sequence is QISGVDLGLPNWGKY. The MHC is DRB3_0202 with pseudo-sequence DRB3_0202. The binding affinity (normalized) is 0. (3) The peptide sequence is SHLIKIPLLIGYGNK. The MHC is DRB1_0901 with pseudo-sequence DRB1_0901. The binding affinity (normalized) is 0.436. (4) The peptide sequence is LGMLLMTGGVTLVRK. The MHC is DRB5_0101 with pseudo-sequence DRB5_0101. The binding affinity (normalized) is 1.00. (5) The peptide sequence is LNIKLNMPLYIAGNK. The MHC is HLA-DPA10201-DPB11401 with pseudo-sequence HLA-DPA10201-DPB11401. The binding affinity (normalized) is 0.577.